Dataset: Catalyst prediction with 721,799 reactions and 888 catalyst types from USPTO. Task: Predict which catalyst facilitates the given reaction. (1) Reactant: C1(P(C2C=CC=CC=2)C2C=CC=CC=2)C=CC=CC=1.[N+:20]([C:23]1[CH:31]=[CH:30][C:26]([C:27]([OH:29])=[O:28])=[CH:25][CH:24]=1)([O-:22])=[O:21].C(OC(N=NC(OC(C)C)=O)=O)(C)C.[CH3:46][O:47][C:48]1[CH:65]=[CH:64][C:63]2[C@@H:62]3[C@H:53]([C@H:54]4[C@@:58]([CH2:60][CH2:61]3)([CH3:59])[C@@H:57](O)[CH:56]=[CH:55]4)[CH2:52][CH2:51][C:50]=2[CH:49]=1.[Cl-].[Na+]. Product: [CH3:46][O:47][C:48]1[CH:65]=[CH:64][C:63]2[C@@H:62]3[C@H:53]([C@H:54]4[C@@:58]([CH2:60][CH2:61]3)([CH3:59])[CH:57]([O:28][C:27](=[O:29])[C:26]3[CH:25]=[CH:24][C:23]([N+:20]([O-:22])=[O:21])=[CH:31][CH:30]=3)[CH:56]=[CH:55]4)[CH2:52][CH2:51][C:50]=2[CH:49]=1. The catalyst class is: 7. (2) Reactant: C([N:5]1[CH2:14][CH2:13][C:12]2[C:7](=[CH:8][N:9]=[C:10]([C:15]3[CH:16]=[N:17][C:18]([CH:21]4[CH2:23][CH2:22]4)=[N:19][CH:20]=3)[CH:11]=2)[CH2:6]1)(C)(C)C.[Cl:24]C(OC(Cl)C)=O.[Cl-].[Ca+2].[Cl-]. Product: [ClH:24].[CH:21]1([C:18]2[N:19]=[CH:20][C:15]([C:10]3[CH:11]=[C:12]4[C:7](=[CH:8][N:9]=3)[CH2:6][NH:5][CH2:14][CH2:13]4)=[CH:16][N:17]=2)[CH2:23][CH2:22]1. The catalyst class is: 11. (3) Reactant: Br[CH2:2][CH2:3][CH2:4][O:5][Si:6]([C:9]([CH3:12])([CH3:11])[CH3:10])([CH3:8])[CH3:7].[CH2:13]([C@@:16]1([CH3:42])[CH2:21][C@H:20]([C:22]2[CH:27]=[CH:26][CH:25]=[C:24]([Cl:28])[CH:23]=2)[C@@H:19]([C:29]2[CH:34]=[CH:33][C:32]([Cl:35])=[CH:31][CH:30]=2)[N:18]([C@@H:36]([CH2:39][CH3:40])[CH:37]=[O:38])[C:17]1=[O:41])[CH:14]=[CH2:15]. Product: [CH2:13]([C@@:16]1([CH3:42])[CH2:21][C@H:20]([C:22]2[CH:27]=[CH:26][CH:25]=[C:24]([Cl:28])[CH:23]=2)[C@@H:19]([C:29]2[CH:30]=[CH:31][C:32]([Cl:35])=[CH:33][CH:34]=2)[N:18]([C@H:36]([CH:37]([OH:38])[CH2:2][CH2:3][CH2:4][O:5][Si:6]([C:9]([CH3:12])([CH3:11])[CH3:10])([CH3:8])[CH3:7])[CH2:39][CH3:40])[C:17]1=[O:41])[CH:14]=[CH2:15]. The catalyst class is: 56. (4) Reactant: Br[C:2]1[CH:3]=[C:4]([NH:10][C:11]2[CH:16]=[N:15][CH:14]=[CH:13][N:12]=2)[C:5](=[O:9])[N:6]([CH3:8])[CH:7]=1.[C:17]([O:20][CH2:21][C:22]1[C:23]([N:37]2[N:46]=[CH:45][C:44]3[C:39](=[C:40]([F:51])[CH:41]=[C:42]([C:47]([CH3:50])([CH3:49])[CH3:48])[CH:43]=3)[C:38]2=[O:52])=[N:24][CH:25]=[CH:26][C:27]=1B1OC(C)(C)C(C)(C)O1)(=[O:19])[CH3:18].[O-]P([O-])([O-])=O.[K+].[K+].[K+].O.O.O.C([O-])(=O)C.[Na+]. Product: [C:17]([O:20][CH2:21][C:22]1[C:23]([N:37]2[N:46]=[CH:45][C:44]3[C:39](=[C:40]([F:51])[CH:41]=[C:42]([C:47]([CH3:49])([CH3:48])[CH3:50])[CH:43]=3)[C:38]2=[O:52])=[N:24][CH:25]=[CH:26][C:27]=1[C:2]1[CH:3]=[C:4]([NH:10][C:11]2[CH:16]=[N:15][CH:14]=[CH:13][N:12]=2)[C:5](=[O:9])[N:6]([CH3:8])[CH:7]=1)(=[O:19])[CH3:18]. The catalyst class is: 379. (5) Reactant: [OH:1][C:2]1[CH:3]=[C:4]([CH:7]=[CH:8][CH:9]=1)[CH:5]=[O:6].Br[CH2:11][C:12]1[C:17]([F:18])=[CH:16][CH:15]=[CH:14][C:13]=1[Cl:19].C([O-])([O-])=O.[K+].[K+]. Product: [Cl:19][C:13]1[CH:14]=[CH:15][CH:16]=[C:17]([F:18])[C:12]=1[CH2:11][O:1][C:2]1[CH:3]=[C:4]([CH:7]=[CH:8][CH:9]=1)[CH:5]=[O:6]. The catalyst class is: 21.